From a dataset of Forward reaction prediction with 1.9M reactions from USPTO patents (1976-2016). Predict the product of the given reaction. The product is: [ClH:35].[CH3:44][O:43][C:39]1[CH:40]=[C:24]([CH:36]=[CH:37][CH:38]=1)[CH2:23][S:22][C:11]1[CH:10]=[C:9]([O:8][CH2:1][C:2]2[CH:7]=[CH:6][CH:5]=[CH:4][CH:3]=2)[C:14]([NH:15][C:16]2[S:17][CH:18]=[C:19]([CH3:21])[N:20]=2)=[N:13][CH:12]=1. Given the reactants [CH2:1]([O:8][C:9]1[CH:10]=[C:11]([S:22][CH2:23][CH2:24]C(OC)=O)[CH:12]=[N:13][C:14]=1[NH:15][C:16]1[S:17][CH:18]=[C:19]([CH3:21])[N:20]=1)[C:2]1[CH:7]=[CH:6][CH:5]=[CH:4][CH:3]=1.CC([O-])(C)C.[K+].[Cl:35][CH2:36][C:37]1C=C[CH:40]=[C:39]([O:43][CH3:44])[CH:38]=1.Cl, predict the reaction product.